Dataset: Catalyst prediction with 721,799 reactions and 888 catalyst types from USPTO. Task: Predict which catalyst facilitates the given reaction. (1) Reactant: C1C2C(COC([N:18]3[CH2:22][CH2:21][CH2:20][CH:19]3[C:23]3[NH:32][C:31](=[O:33])[C:30]4[C:25](=[CH:26][C:27]([Br:34])=[CH:28][CH:29]=4)[N:24]=3)=O)C3C(=CC=CC=3)C=2C=CC=1.N1CCCCC1. Product: [Br:34][C:27]1[CH:26]=[C:25]2[C:30]([C:31](=[O:33])[NH:32][C:23]([CH:19]3[CH2:20][CH2:21][CH2:22][NH:18]3)=[N:24]2)=[CH:29][CH:28]=1. The catalyst class is: 144. (2) Reactant: C([O:5][C:6]([CH:8]1[CH:12]([C:13]2[CH:18]=[CH:17][CH:16]=[C:15]([Cl:19])[CH:14]=2)[C:11]([C:22]2[C:27]([F:28])=[CH:26][C:25]([Cl:29])=[CH:24][C:23]=2[F:30])([C:20]#[N:21])[CH:10]([CH2:31][C:32]([CH3:35])([CH3:34])[CH3:33])[NH:9]1)=[O:7])(C)(C)C.[F:36][C:37]([F:42])([F:41])[C:38]([OH:40])=[O:39]. Product: [F:36][C:37]([F:42])([F:41])[C:38]([OH:40])=[O:39].[Cl:29][C:25]1[CH:26]=[C:27]([F:28])[C:22]([C:11]2([C:20]#[N:21])[CH:10]([CH2:31][C:32]([CH3:35])([CH3:34])[CH3:33])[NH:9][CH:8]([C:6]([OH:7])=[O:5])[CH:12]2[C:13]2[CH:18]=[CH:17][CH:16]=[C:15]([Cl:19])[CH:14]=2)=[C:23]([F:30])[CH:24]=1. The catalyst class is: 4. (3) Reactant: Br.[NH2:2][C:3]1[C:4]([OH:17])=[C:5]([C:9]2[O:13][C:12]([C:14]([OH:16])=[O:15])=[CH:11][CH:10]=2)[CH:6]=[CH:7][CH:8]=1.[N:18]([O-])=O.[Na+].[CH3:22][C:23]1[CH2:24][C:25](=[O:38])[N:26]([C:28]2[CH:37]=[CH:36][C:35]3[CH2:34][CH2:33][CH2:32][CH2:31][C:30]=3[CH:29]=2)[N:27]=1.C(=O)(O)[O-].[Na+]. Product: [OH:17][C:4]1[C:3]([NH:2][N:18]=[C:24]2[C:25](=[O:38])[N:26]([C:28]3[CH:37]=[CH:36][C:35]4[CH2:34][CH2:33][CH2:32][CH2:31][C:30]=4[CH:29]=3)[N:27]=[C:23]2[CH3:22])=[CH:8][CH:7]=[CH:6][C:5]=1[C:9]1[O:13][C:12]([C:14]([OH:16])=[O:15])=[CH:11][CH:10]=1. The catalyst class is: 33. (4) Reactant: [OH:1][C:2]1[C:3]2[N:4]([C:9]([C:13]([NH:15][CH2:16][C:17]([NH:22]C(=O)OC(C)(C)C)([CH3:21])[CH2:18][CH2:19][CH3:20])=[O:14])=[C:10]([CH3:12])[N:11]=2)[CH:5]=[C:6]([CH3:8])[CH:7]=1.[F:30][C:31]1[C:38]([F:39])=[CH:37][C:36]([F:40])=[C:35]([F:41])[C:32]=1[CH2:33]Br.C(=O)([O-])[O-].[Cs+].[Cs+].[I-].[K+].Cl. Product: [NH2:22][C:17]([CH3:21])([CH2:18][CH2:19][CH3:20])[CH2:16][NH:15][C:13]([C:9]1[N:4]2[CH:5]=[C:6]([CH3:8])[CH:7]=[C:2]([O:1][CH2:33][C:32]3[C:35]([F:41])=[C:36]([F:40])[CH:37]=[C:38]([F:39])[C:31]=3[F:30])[C:3]2=[N:11][C:10]=1[CH3:12])=[O:14]. The catalyst class is: 369. (5) Reactant: [CH3:1][S:2]([NH:5][C:6]1[CH:21]=[CH:20][C:9]2[NH:10][C:11]([CH2:16][C:17](O)=[O:18])=[N:12][S:13](=[O:15])(=[O:14])[C:8]=2[CH:7]=1)(=[O:4])=[O:3].[F:22][C:23]1[CH:28]=[CH:27][C:26]([CH2:29][NH:30][C@H:31]2[CH:39]3[CH2:40][CH:35]4[CH2:36][CH:37]([CH2:41][CH:33]([CH2:34]4)[C@H:32]2[C:42](OCC)=[O:43])[CH2:38]3)=[CH:25][CH:24]=1.Cl.CN(C)CCCN=C=NCC.C(N(CC)CC)C.Cl. Product: [F:22][C:23]1[CH:28]=[CH:27][C:26]([CH2:29][N:30]2[C:17](=[O:18])[C:16]([C:11]3[NH:10][C:9]4[CH:20]=[CH:21][C:6]([NH:5][S:2]([CH3:1])(=[O:4])=[O:3])=[CH:7][C:8]=4[S:13](=[O:15])(=[O:14])[N:12]=3)=[C:42]([OH:43])[C@H:32]3[C@@H:31]2[CH:39]2[CH2:38][CH:37]4[CH2:41][CH:33]3[CH2:34][CH:35]([CH2:36]4)[CH2:40]2)=[CH:25][CH:24]=1. The catalyst class is: 9. (6) Reactant: [Br:1][C:2]1[CH:3]=[CH:4][C:5]2=[C:6]([CH:23]=1)[N:7]=[C:8]([NH:15][C:16]([O:18][C:19]([CH3:22])([CH3:21])[CH3:20])=[O:17])[CH2:9][C:10]([C:12](O)=[O:13])=[CH:11]2.C1C=CC2N(O)N=NC=2C=1.CCN=C=NCCCN(C)C.Cl.[F:46][CH2:47][CH2:48][CH2:49][NH:50][CH2:51][CH2:52][CH3:53].C(N(CC)CC)C. Product: [Br:1][C:2]1[CH:3]=[CH:4][C:5]2=[C:6]([CH:23]=1)[N:7]=[C:8]([NH:15][C:16](=[O:17])[O:18][C:19]([CH3:20])([CH3:22])[CH3:21])[CH2:9][C:10]([C:12](=[O:13])[N:50]([CH2:49][CH2:48][CH2:47][F:46])[CH2:51][CH2:52][CH3:53])=[CH:11]2. The catalyst class is: 31. (7) Reactant: [NH2:1][C:2]1[C:3]([C:9]([O:11][CH3:12])=[O:10])=[N:4][CH:5]=[C:6]([F:8])[CH:7]=1.C1C(=O)N([Br:20])C(=O)C1. Product: [NH2:1][C:2]1[C:3]([C:9]([O:11][CH3:12])=[O:10])=[N:4][C:5]([Br:20])=[C:6]([F:8])[CH:7]=1. The catalyst class is: 10. (8) Reactant: [CH2:1]([O:8][C:9]1[C:18]2[C:13](=[CH:14][CH:15]=[C:16]([CH:19]=[O:20])[CH:17]=2)[N:12]=[C:11]([N:21]2[CH2:27][C:26]3[CH:28]=[CH:29][CH:30]=[CH:31][C:25]=3[S:24][CH2:23][CH2:22]2)[N:10]=1)[C:2]1[CH:7]=[CH:6][CH:5]=[CH:4][CH:3]=1.[BH4-].[Na+]. Product: [CH2:1]([O:8][C:9]1[C:18]2[C:13](=[CH:14][CH:15]=[C:16]([CH2:19][OH:20])[CH:17]=2)[N:12]=[C:11]([N:21]2[CH2:27][C:26]3[CH:28]=[CH:29][CH:30]=[CH:31][C:25]=3[S:24][CH2:23][CH2:22]2)[N:10]=1)[C:2]1[CH:3]=[CH:4][CH:5]=[CH:6][CH:7]=1. The catalyst class is: 364. (9) Reactant: Cl[C:2]1(Cl)[CH2:4][C:3]1([C:6]1[CH:11]=[CH:10][C:9]([CH3:12])=[CH:8][CH:7]=1)[F:5].[H-].[Al+3].[Li+].[H-].[H-].[H-].C(C(C(C([O-])=O)O)O)([O-])=O.[Na+].[K+].CO. Product: [F:5][C:3]1([C:6]2[CH:11]=[CH:10][C:9]([CH3:12])=[CH:8][CH:7]=2)[CH2:2][CH2:4]1. The catalyst class is: 56.